Dataset: Acute oral toxicity (LD50) regression data from Zhu et al.. Task: Regression/Classification. Given a drug SMILES string, predict its toxicity properties. Task type varies by dataset: regression for continuous values (e.g., LD50, hERG inhibition percentage) or binary classification for toxic/non-toxic outcomes (e.g., AMES mutagenicity, cardiotoxicity, hepatotoxicity). Dataset: ld50_zhu. (1) The molecule is Nc1nc2cc(Cl)ccc2o1. The rat oral LD50 is 2.33, given as -log10 of the dose in mol/kg body weight (higher means more acutely toxic). (2) The drug is C=C(CC(=O)c1ccc(-c2ccccc2Cl)cc1)C(=O)O. The rat oral LD50 is 2.10, given as -log10 of the dose in mol/kg body weight (higher means more acutely toxic). (3) The drug is OCCCC(O)CO. The rat oral LD50 is 1.19, given as -log10 of the dose in mol/kg body weight (higher means more acutely toxic). (4) The drug is C=C(C#N)CCO. The rat oral LD50 is 2.40, given as -log10 of the dose in mol/kg body weight (higher means more acutely toxic).